This data is from NCI-60 drug combinations with 297,098 pairs across 59 cell lines. The task is: Regression. Given two drug SMILES strings and cell line genomic features, predict the synergy score measuring deviation from expected non-interaction effect. (1) Drug 1: CC(CN1CC(=O)NC(=O)C1)N2CC(=O)NC(=O)C2. Drug 2: C1CCC(CC1)NC(=O)N(CCCl)N=O. Cell line: COLO 205. Synergy scores: CSS=58.9, Synergy_ZIP=4.08, Synergy_Bliss=4.64, Synergy_Loewe=-1.17, Synergy_HSA=6.65. (2) Drug 1: CN1CCC(CC1)COC2=C(C=C3C(=C2)N=CN=C3NC4=C(C=C(C=C4)Br)F)OC. Drug 2: CCC1=C2CN3C(=CC4=C(C3=O)COC(=O)C4(CC)O)C2=NC5=C1C=C(C=C5)O. Cell line: CCRF-CEM. Synergy scores: CSS=60.8, Synergy_ZIP=2.19, Synergy_Bliss=1.88, Synergy_Loewe=-31.8, Synergy_HSA=2.30. (3) Drug 1: C1CC(=O)NC(=O)C1N2CC3=C(C2=O)C=CC=C3N. Drug 2: N.N.Cl[Pt+2]Cl. Cell line: SF-268. Synergy scores: CSS=5.02, Synergy_ZIP=1.99, Synergy_Bliss=5.72, Synergy_Loewe=1.55, Synergy_HSA=0.497. (4) Drug 1: COC1=NC(=NC2=C1N=CN2C3C(C(C(O3)CO)O)O)N. Drug 2: C1=CC=C(C(=C1)C(C2=CC=C(C=C2)Cl)C(Cl)Cl)Cl. Cell line: SF-539. Synergy scores: CSS=53.6, Synergy_ZIP=1.48, Synergy_Bliss=1.27, Synergy_Loewe=-23.6, Synergy_HSA=-2.72. (5) Drug 1: COC1=C(C=C2C(=C1)N=CN=C2NC3=CC(=C(C=C3)F)Cl)OCCCN4CCOCC4. Drug 2: C1=CC=C(C=C1)NC(=O)CCCCCCC(=O)NO. Cell line: OVCAR-8. Synergy scores: CSS=55.3, Synergy_ZIP=-6.43, Synergy_Bliss=0.414, Synergy_Loewe=1.84, Synergy_HSA=4.92. (6) Drug 1: CCN(CC)CCCC(C)NC1=C2C=C(C=CC2=NC3=C1C=CC(=C3)Cl)OC. Drug 2: CC1C(C(CC(O1)OC2CC(CC3=C2C(=C4C(=C3O)C(=O)C5=CC=CC=C5C4=O)O)(C(=O)C)O)N)O. Cell line: HS 578T. Synergy scores: CSS=43.3, Synergy_ZIP=-0.00624, Synergy_Bliss=-1.17, Synergy_Loewe=-11.7, Synergy_HSA=1.47. (7) Drug 1: CC1C(C(CC(O1)OC2CC(CC3=C2C(=C4C(=C3O)C(=O)C5=C(C4=O)C(=CC=C5)OC)O)(C(=O)C)O)N)O.Cl. Drug 2: C1=NNC2=C1C(=O)NC=N2. Cell line: ACHN. Synergy scores: CSS=25.3, Synergy_ZIP=-1.92, Synergy_Bliss=-0.0511, Synergy_Loewe=-0.803, Synergy_HSA=0.853. (8) Drug 1: C1=CC(=CC=C1CCC2=CNC3=C2C(=O)NC(=N3)N)C(=O)NC(CCC(=O)O)C(=O)O. Drug 2: CC1=C2C(C(=O)C3(C(CC4C(C3C(C(C2(C)C)(CC1OC(=O)C(C(C5=CC=CC=C5)NC(=O)OC(C)(C)C)O)O)OC(=O)C6=CC=CC=C6)(CO4)OC(=O)C)O)C)O. Cell line: NCI-H522. Synergy scores: CSS=60.7, Synergy_ZIP=-8.30, Synergy_Bliss=-10.0, Synergy_Loewe=-13.7, Synergy_HSA=-6.40. (9) Drug 2: C(CC(=O)O)C(=O)CN.Cl. Drug 1: CC1C(C(CC(O1)OC2CC(CC3=C2C(=C4C(=C3O)C(=O)C5=C(C4=O)C(=CC=C5)OC)O)(C(=O)CO)O)N)O.Cl. Synergy scores: CSS=5.07, Synergy_ZIP=-0.708, Synergy_Bliss=1.68, Synergy_Loewe=0.531, Synergy_HSA=0.172. Cell line: SK-MEL-28.